From a dataset of Full USPTO retrosynthesis dataset with 1.9M reactions from patents (1976-2016). Predict the reactants needed to synthesize the given product. (1) Given the product [S:16]1[C:17]2[CH:23]=[CH:22][CH:21]=[CH:20][C:18]=2[N:19]=[C:15]1[O:14][C:11]1[CH:12]=[CH:13][C:7]2[O:6][C:5]([CH2:3][OH:2])=[CH:9][C:8]=2[CH:10]=1, predict the reactants needed to synthesize it. The reactants are: C[O:2][C:3]([C:5]1[O:6][C:7]2[CH:13]=[CH:12][C:11]([O:14][C:15]3[S:16][C:17]4[CH:23]=[CH:22][CH:21]=[CH:20][C:18]=4[N:19]=3)=[CH:10][C:8]=2[CH:9]=1)=O.CC(C[AlH]CC(C)C)C.[C@H](O)(C([O-])=O)[C@@H](O)C([O-])=O.[Na+].[K+].[NH4+].[Cl-]. (2) Given the product [CH:1]1([CH2:5][O:6][C:7]23[CH2:8][CH:9]4[CH2:15][CH:13]([CH2:12][CH:11]([N:10]4[C:17]([O:19][C:20]([CH3:23])([CH3:22])[CH3:21])=[O:18])[CH2:16]2)[CH2:14]3)[CH2:3][CH2:2]1, predict the reactants needed to synthesize it. The reactants are: [CH2:1]1[CH2:5]O[CH2:3][CH2:2]1.[OH:6][C:7]12[CH2:16][CH:11]3[CH2:12][CH:13]([CH2:15][CH:9]([N:10]3[C:17]([O:19][C:20]([CH3:23])([CH3:22])[CH3:21])=[O:18])[CH2:8]1)[CH2:14]2.[H-].[K+].C1(CBr)CC1. (3) Given the product [CH:32]1([CH2:38][NH:39][C:8]([C:4]2[S:3][C:2]([NH2:1])=[N:6][C:5]=2[CH3:7])=[O:10])[CH2:37][CH2:36][CH2:35][CH2:34][CH2:33]1, predict the reactants needed to synthesize it. The reactants are: [NH2:1][C:2]1[S:3][C:4]([C:8]([OH:10])=O)=[C:5]([CH3:7])[N:6]=1.ON1C2C=CC=CC=2N=N1.CCN=C=NCCCN(C)C.[CH:32]1([CH2:38][NH2:39])[CH2:37][CH2:36][CH2:35][CH2:34][CH2:33]1.C(=O)(O)[O-].[Na+]. (4) Given the product [CH2:26]([N:23]1[CH2:22][CH2:21][N:20]([C:12]2[C:13]3[C:18](=[CH:17][CH:16]=[CH:15][CH:14]=3)[CH:19]=[C:10]([C:7]3[CH:6]=[CH:5][C:4]([C:2](=[O:28])[NH2:3])=[CH:9][CH:8]=3)[N:11]=2)[CH2:25][CH2:24]1)[CH3:27], predict the reactants needed to synthesize it. The reactants are: Cl.[C:2]([C:4]1[CH:9]=[CH:8][C:7]([C:10]2[N:11]=[C:12]([N:20]3[CH2:25][CH2:24][N:23]([CH2:26][CH3:27])[CH2:22][CH2:21]3)[C:13]3[C:18]([CH:19]=2)=[CH:17][CH:16]=[CH:15][CH:14]=3)=[CH:6][CH:5]=1)#[N:3].[OH-:28].[Na+]. (5) Given the product [I:1][C:2]1[CH:3]=[C:4]([CH:5]=[C:6]([I:8])[CH:7]=1)[NH2:9], predict the reactants needed to synthesize it. The reactants are: [I:1][C:2]1[CH:3]=[C:4]([N+:9]([O-])=O)[CH:5]=[C:6]([I:8])[CH:7]=1.O.O.Cl[Sn]Cl.[BH4-].[Na+].[OH-].[Na+]. (6) Given the product [CH2:1]([O:8][C@@H:9]1[C@@H:14]([O:15][CH2:16][C:17]2[CH:22]=[CH:21][CH:20]=[CH:19][CH:18]=2)[C@H:13]([O:23][CH2:24][C:25]2[CH:30]=[CH:29][CH:28]=[CH:27][CH:26]=2)[C@@H:12]([CH2:31][O:32][CH2:33][C:34]2[CH:39]=[CH:38][CH:37]=[CH:36][CH:35]=2)[O:11][CH:10]1[C:40]1[C:48]2[O:47][CH2:46][CH2:45][C:44]=2[C:43]([Cl:49])=[C:42]([CH2:50][Br:59])[CH:41]=1)[C:2]1[CH:7]=[CH:6][CH:5]=[CH:4][CH:3]=1, predict the reactants needed to synthesize it. The reactants are: [CH2:1]([O:8][C@@H:9]1[C@@H:14]([O:15][CH2:16][C:17]2[CH:22]=[CH:21][CH:20]=[CH:19][CH:18]=2)[C@H:13]([O:23][CH2:24][C:25]2[CH:30]=[CH:29][CH:28]=[CH:27][CH:26]=2)[C@@H:12]([CH2:31][O:32][CH2:33][C:34]2[CH:39]=[CH:38][CH:37]=[CH:36][CH:35]=2)[O:11][CH:10]1[C:40]1[C:48]2[O:47][CH2:46][CH2:45][C:44]=2[C:43]([Cl:49])=[C:42]([CH2:50]O)[CH:41]=1)[C:2]1[CH:7]=[CH:6][CH:5]=[CH:4][CH:3]=1.N1C=CC=CC=1.P(Br)(Br)[Br:59].